Dataset: Full USPTO retrosynthesis dataset with 1.9M reactions from patents (1976-2016). Task: Predict the reactants needed to synthesize the given product. (1) The reactants are: [NH2:1][C:2]1[C:7]([O:8]C)=[CH:6][C:5]([Cl:10])=[CH:4][N:3]=1.C(Cl)Cl.[Cl:14][C:15]1[S:16][C:17]([Cl:24])=[CH:18][C:19]=1[S:20](Cl)(=[O:22])=[O:21].B(Br)(Br)Br. Given the product [Cl:14][C:15]1[S:16][C:17]([Cl:24])=[CH:18][C:19]=1[S:20]([NH:1][C:2]1[C:7]([OH:8])=[CH:6][C:5]([Cl:10])=[CH:4][N:3]=1)(=[O:22])=[O:21], predict the reactants needed to synthesize it. (2) Given the product [C:11]1([C:7]2[CH:12]=[CH:11][CH:10]=[CH:9][CH:8]=2)[CH:10]=[CH:9][CH:8]=[C:7]([C:5]2[O:6][C:2]([CH3:1])=[C:3]([CH2:18][CH2:19][O:20][C:40]3[C:41]4[C:46](=[CH:45][CH:44]=[CH:43][CH:42]=4)[C:37]([CH2:36][C:35]([CH3:47])([O:48][C:49]4[CH:50]=[CH:51][CH:52]=[CH:53][CH:54]=4)[C:34]([OH:33])=[O:55])=[CH:38][CH:39]=3)[N:4]=2)[CH:12]=1, predict the reactants needed to synthesize it. The reactants are: [CH3:1][C:2]1[O:6][C:5]([C:7]2[CH:12]=[CH:11][C:10](C3SC=CC=3)=[CH:9][CH:8]=2)=[N:4][C:3]=1[CH2:18][CH2:19][O:20]S(C1C=CC(C)=CC=1)(=O)=O.C([O:33][C:34](=[O:55])[C:35]([O:48][C:49]1[CH:54]=[CH:53][CH:52]=[CH:51][CH:50]=1)([CH3:47])[CH2:36][C:37]1[C:46]2[C:41](=[CH:42][CH:43]=[CH:44][CH:45]=2)[CH:40]=[CH:39][CH:38]=1)C. (3) Given the product [Br:1][C:2]1[CH:8]=[CH:7][C:5]([NH:6][C:25](=[O:26])[O:24][C:21]([CH3:23])([CH3:22])[CH3:20])=[C:4]([Cl:9])[CH:3]=1, predict the reactants needed to synthesize it. The reactants are: [Br:1][C:2]1[CH:8]=[CH:7][C:5]([NH2:6])=[C:4]([Cl:9])[CH:3]=1.C[Si]([N-][Si](C)(C)C)(C)C.[Na+].[CH3:20][C:21]([O:24][C:25](O[C:25]([O:24][C:21]([CH3:23])([CH3:22])[CH3:20])=[O:26])=[O:26])([CH3:23])[CH3:22].